Dataset: Forward reaction prediction with 1.9M reactions from USPTO patents (1976-2016). Task: Predict the product of the given reaction. Given the reactants [C:1]([O:4][C:5]1[CH:10]=[CH:9][C:8]([C:11]2[C:20](=[O:21])[C:19]3[C:14](=[CH:15][C:16]([O:22][C:23](=[O:25])[CH3:24])=[CH:17][CH:18]=3)[O:13][C:12]=2[C:26]([F:29])([F:28])[F:27])=[CH:7][CH:6]=1)(=[O:3])[CH3:2], predict the reaction product. The product is: [C:1]([O:4][C:5]1[CH:10]=[CH:9][C:8]([CH:11]2[CH:20]([OH:21])[C:19]3[C:14](=[CH:15][C:16]([O:22][C:23](=[O:25])[CH3:24])=[CH:17][CH:18]=3)[O:13][CH:12]2[C:26]([F:29])([F:27])[F:28])=[CH:7][CH:6]=1)(=[O:3])[CH3:2].